Dataset: Reaction yield outcomes from USPTO patents with 853,638 reactions. Task: Predict the reaction yield, written as a fraction of the theoretical maximum amount of product (1.0 means a 100% yield; for example, 0.34 means a 34% yield). (1) The reactants are [ClH:1].Cl.CO[C:5]1[CH:6]=[C:7]2[C:12](=[CH:13][CH:14]=1)[CH:11]([CH2:15][C:16]1[CH:17]=[N:18][CH:19]=[CH:20][CH:21]=1)[CH:10]([NH2:22])[CH2:9][CH2:8]2.[C:23]([C:26]1([C:36]2[CH:41]=[CH:40][CH:39]=[CH:38][CH:37]=2)[CH2:31][CH2:30][N:29]([CH2:32][C:33]([OH:35])=O)[CH2:28][CH2:27]1)(=[O:25])[CH3:24].C(N(CC)C(C)C)(C)C.CN(C(ON1N=NC2C=CC=CC1=2)=[N+](C)C)C.F[P-](F)(F)(F)(F)F. The catalyst is CN(C)C=O. The product is [ClH:1].[ClH:1].[C:23]([C:26]1([C:36]2[CH:41]=[CH:40][CH:39]=[CH:38][CH:37]=2)[CH2:27][CH2:28][N:29]([CH2:32][C:33]([NH:22][C@H:10]2[CH2:9][CH2:8][C:7]3[C:12](=[CH:13][CH:14]=[CH:5][CH:6]=3)[C@H:11]2[CH2:15][C:16]2[CH:17]=[N:18][CH:19]=[CH:20][CH:21]=2)=[O:35])[CH2:30][CH2:31]1)(=[O:25])[CH3:24]. The yield is 0.900. (2) The reactants are [F:1][C:2]1[CH:3]=[C:4]([C:18]2[CH:23]=[CH:22][CH:21]=[C:20]([OH:24])[CH:19]=2)[CH:5]=[CH:6][C:7]=1[NH:8][C:9]1[N:17]=[CH:16][CH:15]=[CH:14][C:10]=1[C:11]([OH:13])=[O:12].[C:25]([O-])(O)=O.[Na+].S(OC)(OC)(=O)=O. The catalyst is CC(C)=O. The product is [F:1][C:2]1[CH:3]=[C:4]([C:18]2[CH:23]=[CH:22][CH:21]=[C:20]([OH:24])[CH:19]=2)[CH:5]=[CH:6][C:7]=1[NH:8][C:9]1[N:17]=[CH:16][CH:15]=[CH:14][C:10]=1[C:11]([O:13][CH3:25])=[O:12]. The yield is 0.360.